Dataset: Reaction yield outcomes from USPTO patents with 853,638 reactions. Task: Predict the reaction yield, written as a fraction of the theoretical maximum amount of product (1.0 means a 100% yield; for example, 0.34 means a 34% yield). The reactants are Cl[C:2]1[N:3]=[C:4]([NH:18][CH2:19][CH2:20][CH3:21])[C:5]2[N:6]=[C:7]([NH:16][CH3:17])[N:8]=[C:9]([NH:12][CH2:13][CH2:14][CH3:15])[C:10]=2[N:11]=1.[Cl:22][C:23]1[CH:24]=[C:25]([CH:28]=[CH:29][C:30]=1[Cl:31])[CH2:26][NH2:27].Cl.ClC1C(C)=C(C=CC=1)CNC1N=C(NCCC)C2N=C(NC)N=C(NCCC)C=2N=1. The catalyst is CS(C)=O. The product is [Cl:22][C:23]1[CH:24]=[C:25]([CH:28]=[CH:29][C:30]=1[Cl:31])[CH2:26][NH:27][C:2]1[N:3]=[C:4]([NH:18][CH2:19][CH2:20][CH3:21])[C:5]2[N:6]=[C:7]([NH:16][CH3:17])[N:8]=[C:9]([NH:12][CH2:13][CH2:14][CH3:15])[C:10]=2[N:11]=1. The yield is 0.710.